From a dataset of Full USPTO retrosynthesis dataset with 1.9M reactions from patents (1976-2016). Predict the reactants needed to synthesize the given product. Given the product [O:24]=[C:8]1[N:7]2[C:3]([CH2:2][O:1][C:33](=[O:34])[CH2:32][N:27]3[CH2:28][CH2:29][CH2:30][CH2:31][C:26]3=[O:25])=[N:4][CH:5]=[C:6]2[CH2:10][N:9]1[CH:11]1[CH2:12][CH2:13][N:14]([C:17]([O:19][C:20]([CH3:21])([CH3:23])[CH3:22])=[O:18])[CH2:15][CH2:16]1, predict the reactants needed to synthesize it. The reactants are: [OH:1][CH2:2][C:3]1[N:7]2[C:8](=[O:24])[N:9]([CH:11]3[CH2:16][CH2:15][N:14]([C:17]([O:19][C:20]([CH3:23])([CH3:22])[CH3:21])=[O:18])[CH2:13][CH2:12]3)[CH2:10][C:6]2=[CH:5][N:4]=1.[O:25]=[C:26]1[CH2:31][CH2:30][CH2:29][CH2:28][N:27]1[CH2:32][C:33](O)=[O:34].